The task is: Regression. Given two drug SMILES strings and cell line genomic features, predict the synergy score measuring deviation from expected non-interaction effect.. This data is from NCI-60 drug combinations with 297,098 pairs across 59 cell lines. (1) Drug 1: CC(CN1CC(=O)NC(=O)C1)N2CC(=O)NC(=O)C2. Cell line: SN12C. Drug 2: C1CN1P(=S)(N2CC2)N3CC3. Synergy scores: CSS=31.5, Synergy_ZIP=-12.0, Synergy_Bliss=-2.90, Synergy_Loewe=-1.17, Synergy_HSA=1.16. (2) Drug 1: CC1C(C(CC(O1)OC2CC(CC3=C2C(=C4C(=C3O)C(=O)C5=C(C4=O)C(=CC=C5)OC)O)(C(=O)C)O)N)O.Cl. Drug 2: C1=C(C(=O)NC(=O)N1)N(CCCl)CCCl. Cell line: OVCAR-5. Synergy scores: CSS=26.6, Synergy_ZIP=-0.669, Synergy_Bliss=7.61, Synergy_Loewe=-1.08, Synergy_HSA=8.41.